Dataset: Peptide-MHC class I binding affinity with 185,985 pairs from IEDB/IMGT. Task: Regression. Given a peptide amino acid sequence and an MHC pseudo amino acid sequence, predict their binding affinity value. This is MHC class I binding data. The peptide sequence is WSTVFFTASL. The MHC is Mamu-A01 with pseudo-sequence Mamu-A01. The binding affinity (normalized) is 0.787.